This data is from Full USPTO retrosynthesis dataset with 1.9M reactions from patents (1976-2016). The task is: Predict the reactants needed to synthesize the given product. (1) Given the product [C:1]([O:5][C:6]([N:8]1[CH2:20][C@@H:19]([CH3:21])[N:18]2[C@H:10]([CH2:11][C:12]3[C:17]2=[N:16][C:15]([O:22][CH2:23][CH3:24])=[C:14]([Cl:25])[CH:13]=3)[CH2:9]1)=[O:7])([CH3:3])([CH3:4])[CH3:2], predict the reactants needed to synthesize it. The reactants are: [C:1]([O:5][C:6]([N:8]1[CH2:20][C@@H:19]([CH3:21])[N:18]2[C@H:10]([CH2:11][C:12]3[C:17]2=[N:16][C:15]([O:22][CH2:23][CH3:24])=[CH:14][CH:13]=3)[CH2:9]1)=[O:7])([CH3:4])([CH3:3])[CH3:2].[Cl:25]N1C(=O)CCC1=O. (2) Given the product [Cl:15][C:13]1[CH:14]=[C:2]([Cl:1])[C:3]([O:4][C@@H:5]([CH3:10])[C:6]([O:8][CH3:9])=[O:7])=[CH:11][C:12]=1[S:16][C:17]1[N:21]([CH3:22])[N:20]=[C:19]([CH3:23])[C:18]=1[C:24]([OH:32])=[O:25], predict the reactants needed to synthesize it. The reactants are: [Cl:1][C:2]1[CH:14]=[C:13]([Cl:15])[C:12]([S:16][C:17]2[N:21]([CH3:22])[N:20]=[C:19]([CH3:23])[C:18]=2[CH:24]=[O:25])=[CH:11][C:3]=1[O:4][C@@H:5]([CH3:10])[C:6]([O:8][CH3:9])=[O:7].CC(=CC)C.P([O-])(O)(O)=[O:32].[Na+].Cl([O-])=O.[Na+].S(=O)(O)[O-].[Na+]. (3) Given the product [CH2:6]([O:8][C:9]([N:11]1[C:20]2[C:15](=[N:16][C:17]([OH:21])=[CH:18][CH:19]=2)[C@@H:14]([NH:23][C:24]2[N:29]=[C:28]([CH2:30][C:31]3[CH:36]=[C:35]([C:37]([F:40])([F:39])[F:38])[CH:34]=[C:33]([C:41]([F:44])([F:42])[F:43])[CH:32]=3)[C:27]([N:45]3[CH2:46][CH2:47][O:48][CH2:49][CH2:50]3)=[CH:26][N:25]=2)[CH2:13][C@H:12]1[CH2:51][CH3:52])=[O:10])[CH3:7], predict the reactants needed to synthesize it. The reactants are: C[Si](Cl)(C)C.[CH2:6]([O:8][C:9]([N:11]1[C:20]2[C:15](=[N:16][C:17]([O:21]C)=[CH:18][CH:19]=2)[C@@H:14]([NH:23][C:24]2[N:29]=[C:28]([CH2:30][C:31]3[CH:36]=[C:35]([C:37]([F:40])([F:39])[F:38])[CH:34]=[C:33]([C:41]([F:44])([F:43])[F:42])[CH:32]=3)[C:27]([N:45]3[CH2:50][CH2:49][O:48][CH2:47][CH2:46]3)=[CH:26][N:25]=2)[CH2:13][C@H:12]1[CH2:51][CH3:52])=[O:10])[CH3:7].[I-].[Na+].S([O-])([O-])(=O)=S.[Na+].[Na+]. (4) Given the product [CH:16]([N:14]1[CH2:15][CH:12]([CH2:11][CH2:10][OH:9])[CH2:13]1)([C:23]1[CH:28]=[CH:27][CH:26]=[CH:25][CH:24]=1)[C:17]1[CH:18]=[CH:19][CH:20]=[CH:21][CH:22]=1, predict the reactants needed to synthesize it. The reactants are: [H-].[Al+3].[Li+].[H-].[H-].[H-].C([O:9][C:10](=O)[CH:11]=[C:12]1[CH2:15][N:14]([CH:16]([C:23]2[CH:28]=[CH:27][CH:26]=[CH:25][CH:24]=2)[C:17]2[CH:22]=[CH:21][CH:20]=[CH:19][CH:18]=2)[CH2:13]1)C.O.[OH-].[Na+]. (5) Given the product [CH2:27]([O:26][C:24]([C:23]1[C:16]([C:13]2[CH:12]=[CH:11][C:10]([F:9])=[CH:15][N:14]=2)=[N:17][O:18][CH:22]=1)=[O:25])[CH3:28], predict the reactants needed to synthesize it. The reactants are: ClN1C(=O)CCC1=O.[F:9][C:10]1[CH:11]=[CH:12][C:13]([CH:16]=[N:17][OH:18])=[N:14][CH:15]=1.CN([CH:22]=[CH:23][C:24]([O:26][CH2:27][CH3:28])=[O:25])C.C(N(CC)CC)C.Cl.